Predict which catalyst facilitates the given reaction. From a dataset of Catalyst prediction with 721,799 reactions and 888 catalyst types from USPTO. (1) Reactant: [CH3:1][S:2]([C:5]1[CH:13]=[CH:12][C:8]([C:9]([OH:11])=O)=[CH:7][CH:6]=1)(=[O:4])=[O:3].F[B-](F)(F)F.N1(OC(N(C)C)=[N+](C)C)C2C=CC=CC=2N=N1.Cl.Cl.Cl.[CH:39]1([N:43]2[CH2:48][CH2:47][CH:46]([O:49][C:50]3[CH:55]=[CH:54][C:53]([N:56]4[CH2:61][CH2:60][NH:59][CH2:58][CH2:57]4)=[CH:52][CH:51]=3)[CH2:45][CH2:44]2)[CH2:42][CH2:41][CH2:40]1.C(N(CC)CC)C. Product: [CH:39]1([N:43]2[CH2:48][CH2:47][CH:46]([O:49][C:50]3[CH:55]=[CH:54][C:53]([N:56]4[CH2:61][CH2:60][N:59]([C:9]([C:8]5[CH:7]=[CH:6][C:5]([S:2]([CH3:1])(=[O:3])=[O:4])=[CH:13][CH:12]=5)=[O:11])[CH2:58][CH2:57]4)=[CH:52][CH:51]=3)[CH2:45][CH2:44]2)[CH2:42][CH2:41][CH2:40]1. The catalyst class is: 4. (2) Reactant: [Cl:1][C:2]1[CH:3]=[C:4]([C:7]2[N:11]([CH3:12])[N:10]=[CH:9][N:8]=2)[S:5][CH:6]=1.C(#N)C.CC(O)=O.C1C(=O)N([Br:27])C(=O)C1. Product: [Br:27][C:6]1[S:5][C:4]([C:7]2[N:11]([CH3:12])[N:10]=[CH:9][N:8]=2)=[CH:3][C:2]=1[Cl:1]. The catalyst class is: 6.